This data is from NCI-60 drug combinations with 297,098 pairs across 59 cell lines. The task is: Regression. Given two drug SMILES strings and cell line genomic features, predict the synergy score measuring deviation from expected non-interaction effect. (1) Drug 1: C(=O)(N)NO. Drug 2: B(C(CC(C)C)NC(=O)C(CC1=CC=CC=C1)NC(=O)C2=NC=CN=C2)(O)O. Cell line: SF-295. Synergy scores: CSS=26.4, Synergy_ZIP=-0.167, Synergy_Bliss=-2.56, Synergy_Loewe=-45.8, Synergy_HSA=0.182. (2) Drug 1: C1=NC(=NC(=O)N1C2C(C(C(O2)CO)O)O)N. Drug 2: C1CC(=O)NC(=O)C1N2C(=O)C3=CC=CC=C3C2=O. Cell line: 786-0. Synergy scores: CSS=1.95, Synergy_ZIP=1.63, Synergy_Bliss=-0.348, Synergy_Loewe=-11.7, Synergy_HSA=-1.61. (3) Drug 2: C1CCC(C(C1)N)N.C(=O)(C(=O)[O-])[O-].[Pt+4]. Synergy scores: CSS=61.4, Synergy_ZIP=-0.664, Synergy_Bliss=-1.37, Synergy_Loewe=-7.57, Synergy_HSA=1.60. Cell line: SR. Drug 1: CN1C(=O)N2C=NC(=C2N=N1)C(=O)N.